The task is: Predict the product of the given reaction.. This data is from Forward reaction prediction with 1.9M reactions from USPTO patents (1976-2016). (1) Given the reactants COC([C:5]1[CH:16]=[C:15](C)[C:8]2[N:9]=C(CCC)[NH:11][C:7]=2[CH:6]=1)=O.[C:18]([O:21]CC)(=[O:20])[CH3:19], predict the reaction product. The product is: [N:9]1[C:8]2[CH:15]=[CH:16][CH:5]=[CH:6][C:7]=2[NH:11][C:19]=1[C:18]([OH:21])=[O:20]. (2) Given the reactants Cl[C:2]1[N:11]=[C:10]([O:12][CH3:13])[C:9]2[C:4](=[C:5]([O:18][CH3:19])[C:6]([O:16][CH3:17])=[C:7]([O:14][CH3:15])[CH:8]=2)[N:3]=1.[CH2:20]([NH2:30])[C:21]1[CH:29]=[CH:28][C:27]2[O:26][CH2:25][O:24][C:23]=2[CH:22]=1.C(=O)([O-])[O-].[Na+].[Na+], predict the reaction product. The product is: [CH2:25]1[O:26][C:27]2[CH:28]=[CH:29][C:21]([CH2:20][NH:30][C:2]3[N:11]=[C:10]([O:12][CH3:13])[C:9]4[C:4](=[C:5]([O:18][CH3:19])[C:6]([O:16][CH3:17])=[C:7]([O:14][CH3:15])[CH:8]=4)[N:3]=3)=[CH:22][C:23]=2[O:24]1. (3) Given the reactants [F:1][C:2]1[CH:7]=[C:6](/[CH:8]=[CH:9]/[CH3:10])[CH:5]=[C:4]([F:11])[C:3]=1[F:12].CC[C@H]1[C@H]2C[C@H]([C@H](OC3C4C(=CC=CC=4)C(O[C@H](C4C=CN=C5C=4C=C(OC)C=C5)[C@@H]4N5C[C@H](CC)[C@@H](CC5)C4)=NN=3)C3C=CN=C4C=3C=C([O:34]C)C=C4)N(CC2)C1.CS(N)(=O)=O.S([O-])([O-])=O.[Na+].[Na+].[OH2:82], predict the reaction product. The product is: [F:1][C:2]1[CH:7]=[C:6]([C@H:8]([OH:34])[C@@H:9]([OH:82])[CH3:10])[CH:5]=[C:4]([F:11])[C:3]=1[F:12]. (4) Given the reactants C(OC(=O)[NH:7][C:8]1[CH:13]=[CH:12][C:11]([C:14]2[CH:19]=[CH:18][C:17]([F:20])=[CH:16][C:15]=2[F:21])=[CH:10][C:9]=1[NH:22][C:23](=[O:35])[CH2:24][C:25]([C:27]1[CH:32]=[CH:31][N:30]=[C:29]([C:33]#[N:34])[CH:28]=1)=O)(C)(C)C.C(O)(C(F)(F)F)=O, predict the reaction product. The product is: [F:21][C:15]1[CH:16]=[C:17]([F:20])[CH:18]=[CH:19][C:14]=1[C:11]1[CH:12]=[CH:13][C:8]2[N:7]=[C:25]([C:27]3[CH:32]=[CH:31][N:30]=[C:29]([C:33]#[N:34])[CH:28]=3)[CH2:24][C:23](=[O:35])[NH:22][C:9]=2[CH:10]=1. (5) Given the reactants Cl[CH2:2][C:3]1[NH:4][C:5](=[O:17])[C:6]2[N:11]=[N:10][N:9]([CH:12]3[CH2:16][CH2:15][CH2:14][CH2:13]3)[C:7]=2[N:8]=1.Cl.[Cl:19][CH2:20][CH2:21][NH2:22].C(N(CC)CC)C.[I-].[Na+], predict the reaction product. The product is: [Cl:19][CH2:20][CH2:21][NH:22][CH2:2][C:3]1[NH:4][C:5](=[O:17])[C:6]2[N:11]=[N:10][N:9]([CH:12]3[CH2:16][CH2:15][CH2:14][CH2:13]3)[C:7]=2[N:8]=1. (6) Given the reactants [C:1]([C:3]1[C:8]([C:9]([C:17]2[CH:22]=[CH:21][CH:20]=[C:19]([O:23][CH2:24][CH2:25][CH2:26][F:27])[CH:18]=2)=[N:10]S(C(C)(C)C)=O)=[CH:7][CH:6]=[CH:5][N:4]=1)#[N:2].Br[C:29]1[CH:34]=[CH:33][C:32]([O:35][CH3:36])=[C:31]([C:37]([F:40])([F:39])[F:38])[CH:30]=1, predict the reaction product. The product is: [F:27][CH2:26][CH2:25][CH2:24][O:23][C:19]1[CH:18]=[C:17]([C:9]2([C:29]3[CH:34]=[CH:33][C:32]([O:35][CH3:36])=[C:31]([C:37]([F:38])([F:40])[F:39])[CH:30]=3)[C:8]3[C:3](=[N:4][CH:5]=[CH:6][CH:7]=3)[C:1]([NH2:2])=[N:10]2)[CH:22]=[CH:21][CH:20]=1. (7) Given the reactants C([O:3][C:4](=[O:13])[CH2:5][C:6]1[CH:11]=[CH:10][CH:9]=[C:8]([Br:12])[N:7]=1)C.Br[CH2:15][CH2:16]Br, predict the reaction product. The product is: [Br:12][C:8]1[N:7]=[C:6]([C:5]2([C:4]([OH:3])=[O:13])[CH2:16][CH2:15]2)[CH:11]=[CH:10][CH:9]=1.